From a dataset of Merck oncology drug combination screen with 23,052 pairs across 39 cell lines. Regression. Given two drug SMILES strings and cell line genomic features, predict the synergy score measuring deviation from expected non-interaction effect. Drug 1: NC1(c2ccc(-c3nc4ccn5c(=O)[nH]nc5c4cc3-c3ccccc3)cc2)CCC1. Drug 2: COC1CC2CCC(C)C(O)(O2)C(=O)C(=O)N2CCCCC2C(=O)OC(C(C)CC2CCC(OP(C)(C)=O)C(OC)C2)CC(=O)C(C)C=C(C)C(O)C(OC)C(=O)C(C)CC(C)C=CC=CC=C1C. Cell line: NCIH520. Synergy scores: synergy=31.1.